Dataset: CYP3A4 inhibition data for predicting drug metabolism from PubChem BioAssay. Task: Regression/Classification. Given a drug SMILES string, predict its absorption, distribution, metabolism, or excretion properties. Task type varies by dataset: regression for continuous measurements (e.g., permeability, clearance, half-life) or binary classification for categorical outcomes (e.g., BBB penetration, CYP inhibition). Dataset: cyp3a4_veith. (1) The drug is Clc1ccccc1-c1nc(NCc2cccnc2)c2ccccc2n1. The result is 1 (inhibitor). (2) The result is 1 (inhibitor). The drug is O=c1c2ccccc2nc(N2CCCC2)n1-c1ccc(Cl)cc1. (3) The molecule is Nc1ccccc1S(N)(=O)=O. The result is 0 (non-inhibitor). (4) The compound is COc1ccc(-n2c(=O)cnc3cnc(N4CCNCC4)nc32)cc1. The result is 0 (non-inhibitor). (5) The molecule is O=C(Nc1cnn(Cc2ccc(Cl)cc2)c1)c1ccc([N+](=O)[O-])cc1. The result is 0 (non-inhibitor). (6) The molecule is COCCCNC(=O)/C=C/c1cccc(Cl)c1. The result is 0 (non-inhibitor). (7) The result is 0 (non-inhibitor). The drug is CC(C)(C)c1ccc(C(=O)NCc2ccc(Cl)cc2)cc1.